The task is: Predict the reactants needed to synthesize the given product.. This data is from Full USPTO retrosynthesis dataset with 1.9M reactions from patents (1976-2016). Given the product [Cl:1][C:2]1[CH:7]=[CH:6][C:5]([CH:8]2[C:16]3[C:11](=[CH:12][CH:13]=[CH:14][CH:15]=3)[CH:10]([N:22]3[CH2:23][CH2:24][N:19]([CH3:18])[CH2:20][CH2:21]3)[CH2:9]2)=[CH:4][CH:3]=1, predict the reactants needed to synthesize it. The reactants are: [Cl:1][C:2]1[CH:7]=[CH:6][C:5]([CH:8]2[C:16]3[C:11](=[CH:12][CH:13]=[CH:14][CH:15]=3)[C:10](=O)[CH2:9]2)=[CH:4][CH:3]=1.[CH3:18][N:19]1[CH2:24][CH2:23][NH:22][CH2:21][CH2:20]1.C(O)(=O)C.